Dataset: Full USPTO retrosynthesis dataset with 1.9M reactions from patents (1976-2016). Task: Predict the reactants needed to synthesize the given product. (1) Given the product [OH:8][NH:9][C:10](=[O:32])[CH2:11][CH2:12][CH2:13][CH2:14][CH2:15][CH2:16][CH2:17][O:18][C:19]1[C:31]2[C:30]3[C:25](=[CH:26][CH:27]=[CH:28][CH:29]=3)[NH:24][C:23]=2[CH:22]=[CH:21][CH:20]=1, predict the reactants needed to synthesize it. The reactants are: C([O:8][NH:9][C:10](=[O:32])[CH2:11][CH2:12][CH2:13][CH2:14][CH2:15][CH2:16][CH2:17][O:18][C:19]1[C:31]2[C:30]3[C:25](=[CH:26][CH:27]=[CH:28][CH:29]=3)[NH:24][C:23]=2[CH:22]=[CH:21][CH:20]=1)C1C=CC=CC=1. (2) Given the product [CH:19]1([NH:18][C:16](=[O:17])[C:15]2[CH:22]=[CH:23][C:24]([CH3:25])=[C:13]([C:9]3[CH:8]=[C:7]4[C:12](=[CH:11][CH:10]=3)[C:3]([C:1]([N:2]3[CH2:33][CH2:32][O:31][CH2:30][CH2:29]3)=[O:41])=[N:4][N:5]=[CH:6]4)[CH:14]=2)[CH2:20][CH2:21]1, predict the reactants needed to synthesize it. The reactants are: [C:1]([C:3]1[C:12]2[C:7](=[CH:8][C:9]([C:13]3[CH:14]=[C:15]([CH:22]=[CH:23][C:24]=3[CH3:25])[C:16]([NH:18][CH:19]3[CH2:21][CH2:20]3)=[O:17])=[CH:10][CH:11]=2)[CH:6]=[N:5][N:4]=1)#[N:2].[OH-].[K+].N1[CH2:33][CH2:32][O:31][CH2:30][CH2:29]1.CN(C([O:41]N1N=NC2C=CC=NC1=2)=[N+](C)C)C.F[P-](F)(F)(F)(F)F. (3) Given the product [CH3:2][C:3]1[CH:8]=[C:7]([C:9]([N:11]2[C:17]3[CH:18]=[CH:19][CH:20]=[CH:21][C:16]=3[CH2:15][N:14]3[C:22]([C:25]([N:27]4[CH2:28][CH2:29][N:30]([CH2:52][C@H:53]([OH:54])[CH2:55][OH:56])[CH2:31][CH2:32]4)=[O:26])=[CH:23][CH:24]=[C:13]3[CH2:12]2)=[O:10])[CH:6]=[CH:5][C:4]=1[C:33]1[CH:38]=[CH:37][CH:36]=[CH:35][C:34]=1[C:39]([F:40])([F:42])[F:41], predict the reactants needed to synthesize it. The reactants are: Cl.[CH3:2][C:3]1[CH:8]=[C:7]([C:9]([N:11]2[C:17]3[CH:18]=[CH:19][CH:20]=[CH:21][C:16]=3[CH2:15][N:14]3[C:22]([C:25]([N:27]4[CH2:32][CH2:31][NH:30][CH2:29][CH2:28]4)=[O:26])=[CH:23][CH:24]=[C:13]3[CH2:12]2)=[O:10])[CH:6]=[CH:5][C:4]=1[C:33]1[CH:38]=[CH:37][CH:36]=[CH:35][C:34]=1[C:39]([F:42])([F:41])[F:40].C(N(CC)C(C)C)(C)C.[CH2:52]1[O:54][C@@H:53]1[CH2:55][OH:56]. (4) Given the product [NH2:35][C:21]1[N:22]=[C:23]([C:25]2[CH:34]=[C:33]3[C:28]([CH2:29][CH2:30][N:31]([C:9]([NH:8][C:3]4[CH:4]=[CH:5][CH:6]=[CH:7][C:2]=4[F:1])=[O:10])[CH2:32]3)=[CH:27][CH:26]=2)[CH:24]=[C:19]([N:16]2[CH2:15][CH2:14][N:13]([CH3:12])[CH2:18][CH2:17]2)[N:20]=1, predict the reactants needed to synthesize it. The reactants are: [F:1][C:2]1[CH:7]=[CH:6][CH:5]=[CH:4][C:3]=1[N:8]=[C:9]=[O:10].Cl.[CH3:12][N:13]1[CH2:18][CH2:17][N:16]([C:19]2[CH:24]=[C:23]([C:25]3[CH:34]=[C:33]4[C:28]([CH2:29][CH2:30][NH:31][CH2:32]4)=[CH:27][CH:26]=3)[N:22]=[C:21]([NH2:35])[N:20]=2)[CH2:15][CH2:14]1. (5) Given the product [CH3:34][O:33][N:32]([CH3:31])[C:25](=[O:26])[C:24]1[CH:28]=[CH:29][CH:30]=[C:22]([NH:21][C:17]2[CH:16]=[C:15]([NH:14][C:11]3[CH:12]=[CH:13][C:8]([O:1][C:2]4[CH:3]=[CH:4][CH:5]=[CH:6][CH:7]=4)=[CH:9][CH:10]=3)[N:20]=[CH:19][N:18]=2)[CH:23]=1, predict the reactants needed to synthesize it. The reactants are: [O:1]([C:8]1[CH:13]=[CH:12][C:11]([NH:14][C:15]2[N:20]=[CH:19][N:18]=[C:17]([NH:21][C:22]3[CH:23]=[C:24]([CH:28]=[CH:29][CH:30]=3)[C:25](O)=[O:26])[CH:16]=2)=[CH:10][CH:9]=1)[C:2]1[CH:7]=[CH:6][CH:5]=[CH:4][CH:3]=1.[CH3:31][NH:32][O:33][CH3:34].Cl.CCN=C=NCCCN(C)C.Cl.C1C=CC2N(O)N=NC=2C=1.CCN(C(C)C)C(C)C. (6) The reactants are: [C:1]([O:10][CH:11]([CH2:13][C:14]#[C:15][CH2:16][CH3:17])[CH3:12])(=[O:9])[C:2]1[C:3](=[CH:5][CH:6]=[CH:7][CH:8]=1)[OH:4]. Given the product [C:1]([O:10][CH:11]([CH2:13]/[CH:14]=[CH:15]\[CH2:16][CH3:17])[CH3:12])(=[O:9])[C:2]1[C:3](=[CH:5][CH:6]=[CH:7][CH:8]=1)[OH:4], predict the reactants needed to synthesize it.